The task is: Predict the reaction yield, written as a fraction of the theoretical maximum amount of product (1.0 means a 100% yield; for example, 0.34 means a 34% yield).. This data is from Reaction yield outcomes from USPTO patents with 853,638 reactions. (1) The reactants are [Br:1][C:2]1[CH:20]=[CH:19][C:5]([CH2:6][NH:7][CH2:8][C:9]([O:11][CH2:12][C:13]2[CH:18]=[CH:17][CH:16]=[CH:15][CH:14]=2)=[O:10])=[CH:4][CH:3]=1.[C:21](OC(=O)C)(=[O:23])[CH3:22]. The catalyst is C(Cl)Cl. The product is [Br:1][C:2]1[CH:20]=[CH:19][C:5]([CH2:6][N:7]([CH2:8][C:9]([O:11][CH2:12][C:13]2[CH:18]=[CH:17][CH:16]=[CH:15][CH:14]=2)=[O:10])[C:21](=[O:23])[CH3:22])=[CH:4][CH:3]=1. The yield is 0.990. (2) The reactants are [NH2:1][C:2]1[N:11]=[C:10]([O:12][CH:13]([CH3:15])[CH3:14])[C:9]2[C:4](=[CH:5][CH:6]=[C:7](Br)[CH:8]=2)[N:3]=1.[C:17]([NH:20][C:21]1[CH:26]=[CH:25][C:24](B(O)O)=[CH:23][CH:22]=1)(=[O:19])[CH3:18].FC1C=CC(C2C=C3C(=CC=2)N=CN=C3O)=CC=1. No catalyst specified. The product is [NH2:1][C:2]1[N:11]=[C:10]([O:12][CH:13]([CH3:15])[CH3:14])[C:9]2[C:4](=[CH:5][CH:6]=[C:7]([C:24]3[CH:25]=[CH:26][C:21]([NH:20][C:17](=[O:19])[CH3:18])=[CH:22][CH:23]=3)[CH:8]=2)[N:3]=1. The yield is 0.840. (3) The reactants are Br[CH2:2][CH2:3][CH2:4][CH:5]=[CH2:6].C([O-])([O-])=O.[K+].[K+].[C:13]1(=[O:23])[NH:17][C:16](=[O:18])[C:15]2=[CH:19][CH:20]=[CH:21][CH:22]=[C:14]12.[K].O. The catalyst is CN(C=O)C. The product is [CH2:2]([N:17]1[C:13](=[O:23])[C:14]2[C:15](=[CH:19][CH:20]=[CH:21][CH:22]=2)[C:16]1=[O:18])[CH2:3][CH2:4][CH:5]=[CH2:6]. The yield is 0.725. (4) The reactants are Br[C:2]1[CH:7]=[CH:6][C:5]([C:8]2[CH:13]=[CH:12][C:11]([O:14][CH2:15][CH2:16][CH2:17][CH2:18][O:19][CH:20]3[CH2:25][CH2:24][CH2:23][CH2:22][O:21]3)=[CH:10][CH:9]=2)=[CH:4][CH:3]=1.[B:26]1([B:26]2[O:30][C:29]([CH3:32])([CH3:31])[C:28]([CH3:34])([CH3:33])[O:27]2)[O:30][C:29]([CH3:32])([CH3:31])[C:28]([CH3:34])([CH3:33])[O:27]1.C([O-])(=O)C.[K+]. The catalyst is O1CCOCC1.C1C=CC(P(C2C=CC=CC=2)[C-]2C=CC=C2)=CC=1.C1C=CC(P(C2C=CC=CC=2)[C-]2C=CC=C2)=CC=1.Cl[Pd]Cl.[Fe+2]. The product is [CH3:33][C:28]1([CH3:34])[C:29]([CH3:32])([CH3:31])[O:30][B:26]([C:2]2[CH:7]=[CH:6][C:5]([C:8]3[CH:13]=[CH:12][C:11]([O:14][CH2:15][CH2:16][CH2:17][CH2:18][O:19][CH:20]4[CH2:25][CH2:24][CH2:23][CH2:22][O:21]4)=[CH:10][CH:9]=3)=[CH:4][CH:3]=2)[O:27]1.[BH:26]([OH:30])[OH:27]. The yield is 0.890. (5) The reactants are O[Li:2].O.C[O:5][C:6](=[O:46])[CH2:7][C:8]1[C:9]([CH2:14][CH2:15][C:16]2[C:21]([C:22]([F:25])([F:24])[F:23])=[CH:20][N:19]=[C:18]([NH:26][C:27]3[CH:32]=[CH:31][C:30]([CH:33]4[CH2:38][CH2:37][N:36]([C:39]([O:41][C:42]([CH3:45])([CH3:44])[CH3:43])=[O:40])[CH2:35][CH2:34]4)=[CH:29][CH:28]=3)[N:17]=2)=[N:10][CH:11]=[CH:12][CH:13]=1. The catalyst is C1COCC1.O.CO. The product is [C:42]([O:41][C:39]([N:36]1[CH2:35][CH2:34][CH:33]([C:30]2[CH:31]=[CH:32][C:27]([NH:26][C:18]3[N:17]=[C:16]([CH2:15][CH2:14][C:9]4[C:8]([CH2:7][C:6]([O-:46])=[O:5])=[CH:13][CH:12]=[CH:11][N:10]=4)[C:21]([C:22]([F:23])([F:24])[F:25])=[CH:20][N:19]=3)=[CH:28][CH:29]=2)[CH2:38][CH2:37]1)=[O:40])([CH3:45])([CH3:43])[CH3:44].[Li+:2]. The yield is 0.910. (6) The reactants are [BH4-].[Na+].[F:3][C:4]1[CH:37]=[CH:36][C:7]([CH2:8][NH:9][C:10](=[O:35])[C:11]2[CH:16]=[CH:15][C:14]([S:17]([N:20]3[C:28]4[C:23](=[CH:24][CH:25]=[CH:26][CH:27]=4)[C:22]([CH:29]4[CH2:33][CH2:32][C:31](=[O:34])[CH2:30]4)=[CH:21]3)(=[O:19])=[O:18])=[CH:13][CH:12]=2)=[CH:6][CH:5]=1.O. The catalyst is CO. The product is [F:3][C:4]1[CH:5]=[CH:6][C:7]([CH2:8][NH:9][C:10](=[O:35])[C:11]2[CH:12]=[CH:13][C:14]([S:17]([N:20]3[C:28]4[C:23](=[CH:24][CH:25]=[CH:26][CH:27]=4)[C:22]([CH:29]4[CH2:33][CH2:32][CH:31]([OH:34])[CH2:30]4)=[CH:21]3)(=[O:18])=[O:19])=[CH:15][CH:16]=2)=[CH:36][CH:37]=1. The yield is 0.690. (7) The reactants are [CH3:1][C:2]1[CH:7]=[CH:6][N:5]=[CH:4][C:3]=1[N:8]1[CH2:12][CH2:11][NH:10][C:9]1=[O:13].Br[C:15]1[CH:24]=[C:23]2[C:18]([CH:19]=[CH:20][CH:21]=[N:22]2)=[CH:17][CH:16]=1.N[C@@H]1CCCC[C@H]1N.P([O-])([O-])([O-])=O.[K+].[K+].[K+]. The catalyst is [Cu](I)I.O1CCOCC1. The product is [CH3:1][C:2]1[CH:7]=[CH:6][N:5]=[CH:4][C:3]=1[N:8]1[CH2:12][CH2:11][N:10]([C:15]2[CH:24]=[C:23]3[C:18]([CH:19]=[CH:20][CH:21]=[N:22]3)=[CH:17][CH:16]=2)[C:9]1=[O:13]. The yield is 0.653.